Dataset: Ames mutagenicity test results for genotoxicity prediction. Task: Regression/Classification. Given a drug SMILES string, predict its toxicity properties. Task type varies by dataset: regression for continuous values (e.g., LD50, hERG inhibition percentage) or binary classification for toxic/non-toxic outcomes (e.g., AMES mutagenicity, cardiotoxicity, hepatotoxicity). Dataset: ames. (1) The drug is O=c1oc2c([N+](=O)[O-])cccc2c2ccccc12. The result is 1 (mutagenic). (2) The molecule is O=C(O)c1cc(O)c2cccc(O)c2n1. The result is 0 (non-mutagenic). (3) The compound is CCN(CC)CCC[C@@H](C)Nc1c2ccc(Cl)cc2nc2ccc(OC)cc12. The result is 1 (mutagenic). (4) The drug is C=C(C)c1ccccc1. The result is 0 (non-mutagenic).